From a dataset of Catalyst prediction with 721,799 reactions and 888 catalyst types from USPTO. Predict which catalyst facilitates the given reaction. Reactant: [NH2:1][C:2]1[C:7]([NH2:8])=[CH:6][C:5]([C:9]2[C:10]([CH3:15])=[N:11][O:12][C:13]=2[CH3:14])=[CH:4][C:3]=1[C:16]([C:24]1[CH:29]=[CH:28][CH:27]=[CH:26][N:25]=1)([C:18]1[CH:23]=[CH:22][CH:21]=[CH:20][N:19]=1)[OH:17].Cl.[CH:31]1([C:35](=N)OCC)[CH2:34][CH2:33][CH2:32]1. Product: [CH:31]1([C:35]2[NH:8][C:7]3[CH:6]=[C:5]([C:9]4[C:10]([CH3:15])=[N:11][O:12][C:13]=4[CH3:14])[CH:4]=[C:3]([C:16]([C:18]4[CH:23]=[CH:22][CH:21]=[CH:20][N:19]=4)([C:24]4[CH:29]=[CH:28][CH:27]=[CH:26][N:25]=4)[OH:17])[C:2]=3[N:1]=2)[CH2:34][CH2:33][CH2:32]1. The catalyst class is: 5.